Dataset: Reaction yield outcomes from USPTO patents with 853,638 reactions. Task: Predict the reaction yield, written as a fraction of the theoretical maximum amount of product (1.0 means a 100% yield; for example, 0.34 means a 34% yield). (1) The reactants are [CH2:1]([C:8]1[S:12][C:11]([N:13]([CH2:17][CH2:18][OH:19])[CH2:14][CH2:15][OH:16])=[N:10][C:9]=1[C:20]1[CH:25]=[CH:24][C:23]([O:26]C)=[CH:22][CH:21]=1)[C:2]1[CH:7]=[CH:6][CH:5]=[CH:4][CH:3]=1.B(Br)(Br)Br. The catalyst is ClCCl. The product is [CH2:1]([C:8]1[S:12][C:11]([N:13]([CH2:17][CH2:18][OH:19])[CH2:14][CH2:15][OH:16])=[N:10][C:9]=1[C:20]1[CH:25]=[CH:24][C:23]([OH:26])=[CH:22][CH:21]=1)[C:2]1[CH:7]=[CH:6][CH:5]=[CH:4][CH:3]=1. The yield is 0.547. (2) The reactants are [CH2:1]([O:8][C:9]1[C:13]([O:14][CH2:15][C:16]2[CH:21]=[CH:20][CH:19]=[CH:18][CH:17]=2)=[C:12]([C:22]([O:24][CH2:25][CH3:26])=[O:23])[N:11]([C:27]2[CH:32]=[CH:31][C:30]([O:33][CH3:34])=[CH:29][CH:28]=2)[C:10]=1[C:35]([O:37]CC)=[O:36])[C:2]1[CH:7]=[CH:6][CH:5]=[CH:4][CH:3]=1.[OH-].[Na+].[CH2:42]([N:44]([CH2:47][CH3:48])[CH2:45][CH3:46])[CH3:43]. The catalyst is C1COCC1.CCO.O. The product is [CH2:1]([O:8][C:9]1[C:13]([O:14][CH2:15][C:16]2[CH:21]=[CH:20][CH:19]=[CH:18][CH:17]=2)=[C:12]([C:22]([O:24][CH2:25][CH3:26])=[O:23])[N:11]([C:27]2[CH:28]=[CH:29][C:30]([O:33][CH3:34])=[CH:31][CH:32]=2)[C:10]=1[C:35]([O-:37])=[O:36])[C:2]1[CH:3]=[CH:4][CH:5]=[CH:6][CH:7]=1.[CH2:42]([NH+:44]([CH2:47][CH3:48])[CH2:45][CH3:46])[CH3:43]. The yield is 0.830. (3) The reactants are [OH:1][CH2:2][C:3]1[CH:26]=[CH:25][C:6]2[S:7][CH:8]=[C:9]([C:10]3[CH:15]=[CH:14][C:13]([C:16]4[CH2:17][CH2:18][S:19](=[O:23])(=[O:22])[CH2:20][CH:21]=4)=[CH:12][C:11]=3[CH3:24])[C:5]=2[CH:4]=1.C([O-])=O.[NH4+]. The catalyst is CCO.O.CCOC(C)=O.[Pd]. The product is [OH:1][CH2:2][C:3]1[CH:26]=[CH:25][C:6]2[S:7][CH:8]=[C:9]([C:10]3[CH:15]=[CH:14][C:13]([CH:16]4[CH2:21][CH2:20][S:19](=[O:23])(=[O:22])[CH2:18][CH2:17]4)=[CH:12][C:11]=3[CH3:24])[C:5]=2[CH:4]=1. The yield is 0.700. (4) The reactants are [NH2:1][C:2]1[CH:7]=[CH:6][C:5]([C:8](=[O:10])[CH3:9])=[C:4]([OH:11])[CH:3]=1.Br[CH2:13][CH2:14][CH:15]=[CH2:16].C([O-])([O-])=O.[K+].[K+]. The catalyst is CC(C)=O.CCOC(C)=O. The product is [NH2:1][C:2]1[CH:7]=[CH:6][C:5]([C:8](=[O:10])[CH3:9])=[C:4]([O:11][CH2:16][CH2:15][CH:14]=[CH2:13])[CH:3]=1. The yield is 0.142. (5) The reactants are C([Si](C)(C)[O:6][CH2:7][CH2:8][N:9]1[CH:13]=[CH:12][C:11]([NH:14][C:15](=[O:35])[C@@H:16]([C:23]2[CH:28]=[CH:27][C:26]([S:29]([CH3:32])(=[O:31])=[O:30])=[C:25]([O:33][CH3:34])[CH:24]=2)[CH2:17][CH:18]2[CH2:22][CH2:21][CH2:20][CH2:19]2)=[N:10]1)(C)(C)C.O1CCCC1.O. The catalyst is Cl.C(O)(=O)C. The product is [CH:18]1([CH2:17][C@H:16]([C:23]2[CH:28]=[CH:27][C:26]([S:29]([CH3:32])(=[O:31])=[O:30])=[C:25]([O:33][CH3:34])[CH:24]=2)[C:15]([NH:14][C:11]2[CH:12]=[CH:13][N:9]([CH2:8][CH2:7][OH:6])[N:10]=2)=[O:35])[CH2:19][CH2:20][CH2:21][CH2:22]1. The yield is 0.310.